Task: Predict the reactants needed to synthesize the given product.. Dataset: Full USPTO retrosynthesis dataset with 1.9M reactions from patents (1976-2016) Given the product [Cl:23][C:16]1[CH:15]=[C:14]([CH:19]=[CH:18][C:17]=1[N+:20]([O-:22])=[O:21])[O:13][C:3]1[C:4]([F:12])=[C:5]([C@H:8]([NH:11][CH:26]([CH3:28])[CH2:25][C:24]([NH2:30])=[O:29])[CH2:9][CH3:10])[CH:6]=[CH:7][C:2]=1[Cl:1], predict the reactants needed to synthesize it. The reactants are: [Cl:1][C:2]1[CH:7]=[CH:6][C:5]([C@H:8]([NH2:11])[CH2:9][CH3:10])=[C:4]([F:12])[C:3]=1[O:13][C:14]1[CH:19]=[CH:18][C:17]([N+:20]([O-:22])=[O:21])=[C:16]([Cl:23])[CH:15]=1.[C:24]([NH2:30])(=[O:29])[CH2:25][C:26]([CH3:28])=O.